This data is from Full USPTO retrosynthesis dataset with 1.9M reactions from patents (1976-2016). The task is: Predict the reactants needed to synthesize the given product. Given the product [Cl:14][CH2:15][C:16]([C:2]1[CH:7]=[CH:6][C:5]([F:8])=[CH:4][N:3]=1)=[O:17], predict the reactants needed to synthesize it. The reactants are: Br[C:2]1[CH:7]=[CH:6][C:5]([F:8])=[CH:4][N:3]=1.C([Mg]Cl)(C)C.[Cl:14][CH2:15][C:16](N(OC)C)=[O:17].